From a dataset of Catalyst prediction with 721,799 reactions and 888 catalyst types from USPTO. Predict which catalyst facilitates the given reaction. (1) Reactant: [Cl:1][C:2]1[CH:3]=[C:4]2[C:8](=[CH:9][CH:10]=1)[N:7](C(OC(C)(C)C)=O)[CH:6]=[C:5]2[CH2:18][N:19]1[C:27]2[N:26]=[CH:25][NH:24][C:23]=2[C:22](=[O:28])[NH:21][C:20]1=[S:29].C1C(I)=C(OC2C=C(I)C(O)=C(I)C=2)C(I)=CC=1C(O)=O. Product: [Cl:1][C:2]1[CH:3]=[C:4]2[C:8](=[CH:9][CH:10]=1)[NH:7][CH:6]=[C:5]2[CH2:18][N:19]1[C:27]2[N:26]=[CH:25][NH:24][C:23]=2[C:22](=[O:28])[NH:21][C:20]1=[S:29]. The catalyst class is: 2. (2) Reactant: C[O-].[Na+].C(O)(=O)C.[CH:8]([NH2:10])=[NH:9].C[O:12][C:13](=O)[CH:14]([CH2:18][CH2:19][O:20][CH2:21][C:22]1[CH:27]=[CH:26][CH:25]=[CH:24][CH:23]=1)[C:15](=O)[CH3:16].C(O)(=O)C. Product: [CH2:21]([O:20][CH2:19][CH2:18][C:14]1[C:13]([OH:12])=[N:9][CH:8]=[N:10][C:15]=1[CH3:16])[C:22]1[CH:27]=[CH:26][CH:25]=[CH:24][CH:23]=1. The catalyst class is: 5. (3) Reactant: [F:1][C:2]1[CH:7]=[CH:6][C:5]([F:8])=[CH:4][C:3]=1[CH:9]1[CH2:13][CH2:12][CH2:11][N:10]1[C:14]1[CH:19]=[CH:18][N:17]2[N:20]=[CH:21][C:22](I)=[C:16]2[N:15]=1.[O:24]1[CH2:29][CH2:28][N:27]([C:30](=[O:33])[C:31]#[CH:32])[CH2:26][CH2:25]1. Product: [F:1][C:2]1[CH:7]=[CH:6][C:5]([F:8])=[CH:4][C:3]=1[CH:9]1[CH2:13][CH2:12][CH2:11][N:10]1[C:14]1[CH:19]=[CH:18][N:17]2[N:20]=[CH:21][C:22]([C:32]#[C:31][C:30]([N:27]3[CH2:28][CH2:29][O:24][CH2:25][CH2:26]3)=[O:33])=[C:16]2[N:15]=1. The catalyst class is: 540.